Predict which catalyst facilitates the given reaction. From a dataset of Catalyst prediction with 721,799 reactions and 888 catalyst types from USPTO. Reactant: [NH:1]1[CH2:6][CH2:5][CH:4]([C:7]([O:9][CH3:10])=[O:8])[CH2:3][CH2:2]1.Br[C:12]1[S:13][CH:14]=[CH:15][N:16]=1.C([O-])([O-])=O.[Cs+].[Cs+]. Product: [S:13]1[CH:14]=[CH:15][N:16]=[C:12]1[N:1]1[CH2:6][CH2:5][CH:4]([C:7]([O:9][CH3:10])=[O:8])[CH2:3][CH2:2]1. The catalyst class is: 9.